Dataset: Peptide-MHC class I binding affinity with 185,985 pairs from IEDB/IMGT. Task: Regression. Given a peptide amino acid sequence and an MHC pseudo amino acid sequence, predict their binding affinity value. This is MHC class I binding data. The peptide sequence is YYPSARIVY. The MHC is HLA-A01:01 with pseudo-sequence HLA-A01:01. The binding affinity (normalized) is 0.00866.